From a dataset of Peptide-MHC class II binding affinity with 134,281 pairs from IEDB. Regression. Given a peptide amino acid sequence and an MHC pseudo amino acid sequence, predict their binding affinity value. This is MHC class II binding data. The MHC is DRB5_0101 with pseudo-sequence DRB5_0101. The peptide sequence is ALLPRAGAAAAAALP. The binding affinity (normalized) is 0.263.